Dataset: Full USPTO retrosynthesis dataset with 1.9M reactions from patents (1976-2016). Task: Predict the reactants needed to synthesize the given product. (1) Given the product [F:1][C:2]1[CH:7]=[C:6]([S:8]([CH3:11])(=[O:10])=[O:9])[CH:5]=[CH:4][C:3]=1[N:12]1[CH2:17][CH2:16][N:15]([C:18]([C:20]2[CH:25]=[C:24]([S:26]([CH3:29])(=[O:28])=[O:27])[CH:23]=[CH:22][C:21]=2[N:34]2[CH:33]=[C:32]([CH3:31])[CH:36]=[N:35]2)=[O:19])[CH2:14][CH2:13]1, predict the reactants needed to synthesize it. The reactants are: [F:1][C:2]1[CH:7]=[C:6]([S:8]([CH3:11])(=[O:10])=[O:9])[CH:5]=[CH:4][C:3]=1[N:12]1[CH2:17][CH2:16][N:15]([C:18]([C:20]2[CH:25]=[C:24]([S:26]([CH3:29])(=[O:28])=[O:27])[CH:23]=[CH:22][C:21]=2I)=[O:19])[CH2:14][CH2:13]1.[CH3:31][C:32]1[CH:33]=[N:34][NH:35][CH:36]=1. (2) Given the product [CH3:25][O:24][C:7]1[CH:6]=[CH:5][C:4]2[N:3]=[C:2]([NH:45][C:43]3[CH:42]=[CH:41][C:38]4[O:39][CH2:40][C:35]([NH:34][CH2:26][CH2:27][C:28]5[CH:33]=[CH:32][CH:31]=[CH:30][CH:29]=5)=[N:36][C:37]=4[CH:44]=3)[C:11]3=[N:12][NH:13][CH:14]=[C:10]3[C:9]=2[CH:8]=1, predict the reactants needed to synthesize it. The reactants are: Cl[C:2]1[C:11]2=[N:12][N:13](CC3C=CC(OC)=CC=3)[CH:14]=[C:10]2[C:9]2[CH:8]=[C:7]([O:24][CH3:25])[CH:6]=[CH:5][C:4]=2[N:3]=1.[CH2:26]([NH:34][C:35]1[CH2:40][O:39][C:38]2[CH:41]=[CH:42][C:43]([NH2:45])=[CH:44][C:37]=2[N:36]=1)[CH2:27][C:28]1[CH:33]=[CH:32][CH:31]=[CH:30][CH:29]=1.Cl. (3) Given the product [Si:1]([O:8][CH2:9][CH2:10][C:11]1[C:12]([Cl:21])=[N:13][C:14]2[N:15]([N:18]=[CH:19][CH:20]=2)[C:16]=1[NH:40][C:37]1[CH:36]=[CH:35][C:34]([O:33][CH2:32][CH2:31][O:30][CH3:29])=[CH:39][CH:38]=1)([C:4]([CH3:7])([CH3:6])[CH3:5])([CH3:3])[CH3:2], predict the reactants needed to synthesize it. The reactants are: [Si:1]([O:8][CH2:9][CH2:10][C:11]1[C:12]([Cl:21])=[N:13][C:14]2[N:15]([N:18]=[CH:19][CH:20]=2)[C:16]=1Cl)([C:4]([CH3:7])([CH3:6])[CH3:5])([CH3:3])[CH3:2].C(N(CC)CC)C.[CH3:29][O:30][CH2:31][CH2:32][O:33][C:34]1[CH:39]=[CH:38][C:37]([NH2:40])=[CH:36][CH:35]=1. (4) Given the product [CH:38]1([N:19]2[C:18]3[CH:44]=[CH:45][C:15]([C:13]([NH:12][CH:8]([CH2:7][C:1]4[CH:6]=[CH:5][CH:4]=[CH:3][CH:2]=4)[C:9]([OH:11])=[O:10])=[O:14])=[CH:16][C:17]=3[N:21]=[C:20]2[C:22]2[CH:23]=[C:24]3[C:29](=[CH:30][CH:31]=2)[N:28]=[C:27]([C:32]2[CH:37]=[CH:36][CH:35]=[CH:34][CH:33]=2)[CH:26]=[N:25]3)[CH2:43][CH2:42][CH2:41][CH2:40][CH2:39]1, predict the reactants needed to synthesize it. The reactants are: [CH:1]1([CH2:7][CH:8]([NH:12][C:13]([C:15]2[CH:45]=[CH:44][C:18]3[N:19]([CH:38]4[CH2:43][CH2:42][CH2:41][CH2:40][CH2:39]4)[C:20]([C:22]4[CH:23]=[C:24]5[C:29](=[CH:30][CH:31]=4)[N:28]=[C:27]([C:32]4[CH:37]=[CH:36][CH:35]=[CH:34][CH:33]=4)[CH:26]=[N:25]5)=[N:21][C:17]=3[CH:16]=2)=[O:14])[C:9]([OH:11])=[O:10])[CH2:6][CH2:5][CH2:4][CH2:3][CH2:2]1.C1C=CC(C[C@H](NC(OCC2C3C(=CC=CC=3)C3C2=CC=CC=3)=O)C=O)=CC=1. (5) Given the product [Br:1][C:2]1[CH:7]=[C:6]([CH2:8][O:9][C:14]([CH3:16])([O:13][CH3:12])[CH3:15])[CH:5]=[CH:4][C:3]=1[CH2:10][O:11][C:23]([O:20][CH3:17])([CH3:27])[CH3:24], predict the reactants needed to synthesize it. The reactants are: [Br:1][C:2]1[CH:7]=[C:6]([CH2:8][OH:9])[CH:5]=[CH:4][C:3]=1[CH2:10][OH:11].[CH3:12][O:13][C:14]([CH3:16])=[CH2:15].[C:17](=[O:20])([O-])[O-].[K+].[K+].[CH2:23]1[CH2:27]OC[CH2:24]1. (6) Given the product [F:31][C:28]1[CH:29]=[CH:30][C:25]([C:24]2[N:20]([CH2:19][CH2:18][CH:12]([OH:13])[CH2:11][CH:10]([OH:15])[CH2:9][C:8]([N:7]([C:51]3[CH:56]=[CH:55][CH:54]=[CH:53][CH:52]=3)[C:1]3[CH:6]=[CH:5][CH:4]=[CH:3][CH:2]=3)=[O:50])[C:21]([CH:47]([CH3:49])[CH3:48])=[C:22]([C:38]([NH:40][C:41]3[CH:46]=[CH:45][CH:44]=[CH:43][CH:42]=3)=[O:39])[C:23]=2[C:32]2[CH:37]=[CH:36][CH:35]=[CH:34][CH:33]=2)=[CH:26][CH:27]=1, predict the reactants needed to synthesize it. The reactants are: [C:1]1([N:7]([C:51]2[CH:56]=[CH:55][CH:54]=[CH:53][CH:52]=2)[C:8](=[O:50])[CH2:9][C@@H:10]2[O:15]C(C)(C)[O:13][C@H:12]([CH2:18][CH2:19][N:20]3[C:24]([C:25]4[CH:30]=[CH:29][C:28]([F:31])=[CH:27][CH:26]=4)=[C:23]([C:32]4[CH:37]=[CH:36][CH:35]=[CH:34][CH:33]=4)[C:22]([C:38]([NH:40][C:41]4[CH:46]=[CH:45][CH:44]=[CH:43][CH:42]=4)=[O:39])=[C:21]3[CH:47]([CH3:49])[CH3:48])[CH2:11]2)[CH:6]=[CH:5][CH:4]=[CH:3][CH:2]=1.Cl. (7) Given the product [CH3:1][N:2]1[C:3]2[CH:12]=[CH:11][C:10]([C:13]#[C:14][CH2:15][O:16][CH:17]3[CH2:22][CH2:21][CH2:20][CH2:19][O:18]3)=[CH:9][C:4]=2[C:5](=[O:7])[CH2:26][S:23]1(=[O:25])=[O:24], predict the reactants needed to synthesize it. The reactants are: [CH3:1][N:2]([S:23]([CH3:26])(=[O:25])=[O:24])[C:3]1[CH:12]=[CH:11][C:10]([C:13]#[C:14][CH2:15][O:16][CH:17]2[CH2:22][CH2:21][CH2:20][CH2:19][O:18]2)=[CH:9][C:4]=1[C:5]([O:7]C)=O.[H-].[Na+].CO. (8) The reactants are: [NH2:1][CH2:2][CH2:3][CH2:4][NH:5][C:6]([C:8]1[S:16][C:15]2[C:10](=[N:11][CH:12]=[CH:13][C:14]=2[O:17][C:18]2[CH:23]=[CH:22][C:21]([NH:24][C:25]([NH:27][C:28]3[CH:33]=[C:32]([CH3:34])[CH:31]=[CH:30][C:29]=3[F:35])=[O:26])=[C:20]([F:36])[CH:19]=2)[CH:9]=1)=[O:7].C(N(CC)C(C)C)(C)C.Br[CH2:47][C:48]([O:50][CH3:51])=[O:49].O. Given the product [F:36][C:20]1[CH:19]=[C:18]([CH:23]=[CH:22][C:21]=1[NH:24][C:25]([NH:27][C:28]1[CH:33]=[C:32]([CH3:34])[CH:31]=[CH:30][C:29]=1[F:35])=[O:26])[O:17][C:14]1[CH:13]=[CH:12][N:11]=[C:10]2[CH:9]=[C:8]([C:6]([NH:5][CH2:4][CH2:3][CH2:2][NH:1][CH2:47][C:48]([O:50][CH3:51])=[O:49])=[O:7])[S:16][C:15]=12, predict the reactants needed to synthesize it. (9) Given the product [Br:25][C:22]1[CH:23]=[CH:24][C:19]([S:17]([CH3:26])(=[NH:16])=[O:18])=[CH:20][CH:21]=1, predict the reactants needed to synthesize it. The reactants are: FC(F)(F)C(OC(=O)C(F)(F)F)=O.C([N:16]=[S:17]([CH3:26])([C:19]1[CH:24]=[CH:23][C:22]([Br:25])=[CH:21][CH:20]=1)=[O:18])#N. (10) Given the product [Br:12][CH2:13][CH2:14][CH2:18][CH2:19][O:11][C:1]1[C:10]2[C:5](=[CH:6][CH:7]=[CH:8][CH:9]=2)[CH:4]=[CH:3][CH:2]=1, predict the reactants needed to synthesize it. The reactants are: [C:1]1([OH:11])[C:10]2[C:5](=[CH:6][CH:7]=[CH:8][CH:9]=2)[CH:4]=[CH:3][CH:2]=1.[Br:12][CH:13](C(Br)C)[CH3:14].[C:18](#N)[CH3:19].